From a dataset of Catalyst prediction with 721,799 reactions and 888 catalyst types from USPTO. Predict which catalyst facilitates the given reaction. (1) Reactant: [CH2:1]([O:3][C:4]1[CH:14]=[CH:13][C:7]([C:8]([O:10]CC)=[O:9])=[CH:6][C:5]=1[CH3:15])[CH3:2].[OH-].[Na+].Cl. Product: [CH2:1]([O:3][C:4]1[CH:14]=[CH:13][C:7]([C:8]([OH:10])=[O:9])=[CH:6][C:5]=1[CH3:15])[CH3:2]. The catalyst class is: 72. (2) Reactant: [F:1][C:2]1[C:3]([NH:26][C:27]2[CH:32]=[CH:31][C:30]([I:33])=[CH:29][C:28]=2[F:34])=[C:4]([NH:11][S:12]([C:15]2([CH2:18][C@H:19]3[CH2:23][O:22]C(C)(C)[O:20]3)[CH2:17][CH2:16]2)(=[O:14])=[O:13])[C:5]([O:9][CH3:10])=[CH:6][C:7]=1[F:8]. Product: [F:1][C:2]1[C:3]([NH:26][C:27]2[CH:32]=[CH:31][C:30]([I:33])=[CH:29][C:28]=2[F:34])=[C:4]([NH:11][S:12]([C:15]2([CH2:18][C@H:19]([OH:20])[CH2:23][OH:22])[CH2:17][CH2:16]2)(=[O:13])=[O:14])[C:5]([O:9][CH3:10])=[CH:6][C:7]=1[F:8]. The catalyst class is: 295. (3) Reactant: [F:1][C:2]([F:12])([F:11])[C:3]1[CH:10]=[CH:9][CH:8]=[CH:7][C:4]=1[CH:5]=O.CO[CH:15](OC)[CH2:16][NH2:17]. Product: [F:1][C:2]([F:12])([F:11])[C:3]1[CH:10]=[CH:9][CH:8]=[C:7]2[C:4]=1[CH:5]=[N:17][CH:16]=[CH:15]2. The catalyst class is: 11. (4) Reactant: [O:1]1[CH:5]=[CH:4][CH:3]=[C:2]1[C:6]1[N:11]=[C:10]([NH2:12])[CH:9]=[C:8]([N:13]2[CH:17]=[CH:16][CH:15]=[N:14]2)[N:7]=1.N1C=CC=CC=1.[C:24](Cl)(=[O:26])[CH3:25]. Product: [O:1]1[CH:5]=[CH:4][CH:3]=[C:2]1[C:6]1[N:11]=[C:10]([NH:12][C:24](=[O:26])[CH3:25])[CH:9]=[C:8]([N:13]2[CH:17]=[CH:16][CH:15]=[N:14]2)[N:7]=1. The catalyst class is: 2. (5) Reactant: [CH3:1][S:2]([N:5]1[CH2:10][CH2:9][O:8][CH2:7][CH2:6]1)(=[O:4])=[O:3].[Li]CCCC.[CH2:16]([CH:18]1[CH:22]([C:23]2[N:27]3[C:28]4[CH:34]=[CH:33][N:32]([CH2:35][O:36][CH2:37][CH2:38][Si:39]([CH3:42])([CH3:41])[CH3:40])[C:29]=4[N:30]=[CH:31][C:26]3=[N:25][N:24]=2)[CH2:21][C:20](=[O:43])[CH2:19]1)[CH3:17]. Product: [CH2:16]([CH:18]1[CH:22]([C:23]2[N:27]3[C:28]4[CH:34]=[CH:33][N:32]([CH2:35][O:36][CH2:37][CH2:38][Si:39]([CH3:40])([CH3:42])[CH3:41])[C:29]=4[N:30]=[CH:31][C:26]3=[N:25][N:24]=2)[CH2:21][C:20]([CH2:1][S:2]([N:5]2[CH2:10][CH2:9][O:8][CH2:7][CH2:6]2)(=[O:4])=[O:3])([OH:43])[CH2:19]1)[CH3:17]. The catalyst class is: 1. (6) Reactant: [I:1][C:2]1[C:3]([CH3:8])=[N:4][NH:5][C:6]=1[CH3:7].C([O-])([O-])=O.[K+].[K+].Cl[CH2:16][C:17]([N:19]1[CH2:24][CH2:23][N:22]([C:25]2[CH:30]=[CH:29][C:28]([F:31])=[CH:27][CH:26]=2)[CH2:21][CH2:20]1)=[O:18].CN(C=O)C. Product: [F:31][C:28]1[CH:27]=[CH:26][C:25]([N:22]2[CH2:21][CH2:20][N:19]([C:17](=[O:18])[CH2:16][N:4]3[C:3]([CH3:8])=[C:2]([I:1])[C:6]([CH3:7])=[N:5]3)[CH2:24][CH2:23]2)=[CH:30][CH:29]=1. The catalyst class is: 195.